Dataset: Full USPTO retrosynthesis dataset with 1.9M reactions from patents (1976-2016). Task: Predict the reactants needed to synthesize the given product. (1) Given the product [C:17]([C:14]1[N:12]2[CH2:13][C@:8]([C:6]3[CH:7]=[C:2]([NH:1][C:36]([C:33]4[CH:34]=[CH:35][N:31]([CH:30]([F:39])[F:29])[N:32]=4)=[O:37])[CH:3]=[CH:4][C:5]=3[F:28])([CH3:27])[N:9]=[C:10]([NH:19][C:20](=[O:26])[O:21][C:22]([CH3:24])([CH3:23])[CH3:25])[C:11]2=[N:16][CH:15]=1)#[N:18], predict the reactants needed to synthesize it. The reactants are: [NH2:1][C:2]1[CH:3]=[CH:4][C:5]([F:28])=[C:6]([C@:8]2([CH3:27])[CH2:13][N:12]3[C:14]([C:17]#[N:18])=[CH:15][N:16]=[C:11]3[C:10]([NH:19][C:20](=[O:26])[O:21][C:22]([CH3:25])([CH3:24])[CH3:23])=[N:9]2)[CH:7]=1.[F:29][CH:30]([F:39])[N:31]1[CH:35]=[CH:34][C:33]([C:36](O)=[O:37])=[N:32]1. (2) Given the product [Si:1]([O:8][CH2:9][C:10]1[S:14][C:13]([C:15](=[N:19][OH:20])[NH2:16])=[C:12]([CH2:17][CH3:18])[CH:11]=1)([C:4]([CH3:7])([CH3:6])[CH3:5])([CH3:2])[CH3:3], predict the reactants needed to synthesize it. The reactants are: [Si:1]([O:8][CH2:9][C:10]1[S:14][C:13]([C:15]#[N:16])=[C:12]([CH2:17][CH3:18])[CH:11]=1)([C:4]([CH3:7])([CH3:6])[CH3:5])([CH3:3])[CH3:2].[NH2:19][OH:20].